This data is from Catalyst prediction with 721,799 reactions and 888 catalyst types from USPTO. The task is: Predict which catalyst facilitates the given reaction. (1) Reactant: N1C=CC=CC=1.C(=O)=O.[C:10]([O:14][C:15]([N:17]1[CH2:22][CH2:21][CH:20]([O:23][CH2:24][CH2:25][OH:26])[CH2:19][CH2:18]1)=[O:16])([CH3:13])([CH3:12])[CH3:11].Cl[C:28]([O:30][CH2:31][Cl:32])=[O:29]. Product: [C:28](=[O:29])([O:26][CH2:25][CH2:24][O:23][CH:20]1[CH2:19][CH2:18][N:17]([C:15]([O:14][C:10]([CH3:13])([CH3:12])[CH3:11])=[O:16])[CH2:22][CH2:21]1)[O:30][CH2:31][Cl:32]. The catalyst class is: 4. (2) Reactant: [NH:1]1[CH2:5][CH2:4][CH2:3][C:2]1=O.O=P(Cl)(Cl)Cl.[NH2:12][C:13]1[CH:21]=[C:20]2[C:16]([C:17]([C:32]([NH:34][CH2:35][C:36]3[CH:41]=[CH:40][C:39]([F:42])=[C:38]([F:43])[CH:37]=3)=[O:33])=[C:18]([CH:29]([CH3:31])[CH3:30])[N:19]2[CH2:22][C:23]2[CH:28]=[CH:27][CH:26]=[CH:25][CH:24]=2)=[CH:15][C:14]=1[F:44]. Product: [CH2:22]([N:19]1[C:20]2[C:16](=[CH:15][C:14]([F:44])=[C:13]([NH:12][C:2]3[CH2:3][CH2:4][CH2:5][N:1]=3)[CH:21]=2)[C:17]([C:32]([NH:34][CH2:35][C:36]2[CH:41]=[CH:40][C:39]([F:42])=[C:38]([F:43])[CH:37]=2)=[O:33])=[C:18]1[CH:29]([CH3:30])[CH3:31])[C:23]1[CH:28]=[CH:27][CH:26]=[CH:25][CH:24]=1. The catalyst class is: 260. (3) Reactant: B(Br)(Br)Br.C[O:6][C:7]1[C:20]2[NH:19][C:18](=[O:21])[C:17]3[CH2:16][CH2:15][CH2:14][CH2:13][C:12]=3[C:11]=2[CH:10]=[CH:9][CH:8]=1.O.CCOC(C)=O. Product: [OH:6][C:7]1[C:20]2[NH:19][C:18](=[O:21])[C:17]3[CH2:16][CH2:15][CH2:14][CH2:13][C:12]=3[C:11]=2[CH:10]=[CH:9][CH:8]=1. The catalyst class is: 2. (4) Reactant: ClC(Cl)(Cl)C[O:4][C:5](=[O:24])[NH:6][C:7]1[N:11]([C:12]2[CH:13]=[N:14][N:15]([CH2:17][CH2:18][OH:19])[CH:16]=2)[N:10]=[C:9]([C:20]([CH3:23])([CH3:22])[CH3:21])[CH:8]=1.[CH3:27][N:28]1[CH2:32][CH2:31][CH2:30][C@H:29]1[C:33]1[N:37]2[CH:38]=[C:39]([O:42][C@H:43]3[C:52]4[C:47](=[CH:48][CH:49]=[CH:50][CH:51]=4)[C@@H:46]([NH2:53])[CH2:45][CH2:44]3)[CH:40]=[CH:41][C:36]2=[N:35][N:34]=1.CCN(C(C)C)C(C)C. Product: [CH:5]([OH:24])=[O:4].[C:20]([C:9]1[CH:8]=[C:7]([NH:6][C:5]([NH:53][C@@H:46]2[C:47]3[C:52](=[CH:51][CH:50]=[CH:49][CH:48]=3)[C@H:43]([O:42][C:39]3[CH:40]=[CH:41][C:36]4[N:37]([C:33]([C@@H:29]5[CH2:30][CH2:31][CH2:32][N:28]5[CH3:27])=[N:34][N:35]=4)[CH:38]=3)[CH2:44][CH2:45]2)=[O:24])[N:11]([C:12]2[CH:13]=[N:14][N:15]([CH2:17][CH2:18][OH:19])[CH:16]=2)[N:10]=1)([CH3:21])([CH3:22])[CH3:23]. The catalyst class is: 12. (5) Reactant: [OH:1][CH2:2][CH:3]1[CH2:12][N:7]2[CH2:8][CH2:9][NH:10][CH2:11][CH:6]2[CH2:5][CH2:4]1.C([Li])CCC.[CH3:18][O:19][C:20]1[CH:25]=[CH:24][CH:23]=[C:22](OC)[N:21]=1.Cl. Product: [OH:1][CH2:2][CH:3]1[CH2:12][N:7]2[CH2:8][CH2:9][N:10]([C:22]3[CH:23]=[CH:24][CH:25]=[C:20]([O:19][CH3:18])[N:21]=3)[CH2:11][CH:6]2[CH2:5][CH2:4]1. The catalyst class is: 1. (6) Reactant: FC(F)(F)C(O)=O.[CH:8]([N:11]1[C:19]2[CH:18]=[C:17]([NH:20]CC3C=CC(OC)=CC=3)[N:16]=[CH:15][C:14]=2[N:13]=[CH:12]1)([CH3:10])[CH3:9]. Product: [CH:8]([N:11]1[C:19]2[CH:18]=[C:17]([NH2:20])[N:16]=[CH:15][C:14]=2[N:13]=[CH:12]1)([CH3:10])[CH3:9]. The catalyst class is: 2.